Dataset: Forward reaction prediction with 1.9M reactions from USPTO patents (1976-2016). Task: Predict the product of the given reaction. Given the reactants [CH3:1][O:2][C:3](=[O:21])[C@@H:4]([NH:13][C:14]([O:16][C:17]([CH3:20])([CH3:19])[CH3:18])=[O:15])[CH2:5][C:6]1[CH:11]=[CH:10][C:9](Br)=[CH:8][CH:7]=1.[C:22]([C:24]1[CH:29]=[CH:28][C:27](B(O)O)=[CH:26][CH:25]=1)#[N:23].C([O-])([O-])=O.[Na+].[Na+], predict the reaction product. The product is: [CH3:1][O:2][C:3](=[O:21])[C@@H:4]([NH:13][C:14]([O:16][C:17]([CH3:20])([CH3:19])[CH3:18])=[O:15])[CH2:5][C:6]1[CH:11]=[CH:10][C:9]([C:27]2[CH:28]=[CH:29][C:24]([C:22]#[N:23])=[CH:25][CH:26]=2)=[CH:8][CH:7]=1.